The task is: Predict the reactants needed to synthesize the given product.. This data is from Full USPTO retrosynthesis dataset with 1.9M reactions from patents (1976-2016). (1) Given the product [NH2:18][C:19]1[CH:24]=[CH:23][C:22]([O:25][C:6]2[CH:11]=[CH:10][N:9]=[C:8]([C:12]#[N:14])[CH:7]=2)=[CH:21][C:20]=1[F:26], predict the reactants needed to synthesize it. The reactants are: NC1C=C(C=CC=1)O[C:6]1[CH:11]=[CH:10][N:9]=[C:8]([C:12]([NH2:14])=O)[CH:7]=1.[NH2:18][C:19]1[CH:24]=[CH:23][C:22]([OH:25])=[CH:21][C:20]=1[F:26].ClC1C=CN=C(C#N)C=1. (2) Given the product [Cl:1][C:2]1[CH:7]=[CH:6][C:5]([NH:8][C:9]([NH:15][CH:13]([CH3:14])[C:12]([CH3:17])([CH3:16])[CH3:11])=[S:10])=[CH:4][CH:3]=1, predict the reactants needed to synthesize it. The reactants are: [Cl:1][C:2]1[CH:7]=[CH:6][C:5]([N:8]=[C:9]=[S:10])=[CH:4][CH:3]=1.[CH3:11][C:12]([CH3:17])([CH3:16])[CH:13]([NH2:15])[CH3:14]. (3) Given the product [Cl:1][C:2]1[CH:3]=[CH:4][C:5]([C@H:8]2[C@@H:12]([C:13]3[CH:14]=[CH:15][C:16]([Cl:19])=[CH:17][CH:18]=3)[N:11]([C:20]([N:45]3[CH2:44][CH2:43][N:42]([CH2:41][CH2:40][S:37]([CH3:36])(=[O:38])=[O:39])[CH2:47][CH2:46]3)=[O:21])[C:10]([C:23]3[C:24]([O:31][CH2:32][CH3:33])=[N:25][C:26]([S:29][CH3:30])=[N:27][CH:28]=3)=[N:9]2)=[CH:6][CH:7]=1, predict the reactants needed to synthesize it. The reactants are: [Cl:1][C:2]1[CH:7]=[CH:6][C:5]([CH:8]2[CH:12]([C:13]3[CH:18]=[CH:17][C:16]([Cl:19])=[CH:15][CH:14]=3)[N:11]([C:20](Cl)=[O:21])[C:10]([C:23]3[C:24]([O:31][CH2:32][CH3:33])=[N:25][C:26]([S:29][CH3:30])=[N:27][CH:28]=3)=[N:9]2)=[CH:4][CH:3]=1.Cl.Cl.[CH3:36][S:37]([CH2:40][CH2:41][N:42]1[CH2:47][CH2:46][NH:45][CH2:44][CH2:43]1)(=[O:39])=[O:38]. (4) Given the product [CH3:22][O:13][C:12](=[O:14])[CH2:11][C:8]1[C:7]2[C:2]([Cl:1])=[CH:3][C:4]([OH:16])=[C:5]([Cl:15])[C:6]=2[S:10][CH:9]=1, predict the reactants needed to synthesize it. The reactants are: [Cl:1][C:2]1[C:7]2[C:8]([CH2:11][C:12]([OH:14])=[O:13])=[CH:9][S:10][C:6]=2[C:5]([Cl:15])=[C:4]([OH:16])[CH:3]=1.OS(O)(=O)=O.[CH3:22]O. (5) Given the product [Cl:1][C:2]1[CH:17]=[CH:16][CH:15]=[C:14]([F:18])[C:3]=1[CH2:4][O:5][C:6]1[CH:13]=[CH:12][C:9](/[CH:10]=[CH:27]/[N+:24]([O-:26])=[O:25])=[CH:8][CH:7]=1, predict the reactants needed to synthesize it. The reactants are: [Cl:1][C:2]1[CH:17]=[CH:16][CH:15]=[C:14]([F:18])[C:3]=1[CH2:4][O:5][C:6]1[CH:13]=[CH:12][C:9]([CH:10]=O)=[CH:8][CH:7]=1.C([O-])(=O)C.[NH4+].[N+:24]([CH3:27])([O-:26])=[O:25]. (6) Given the product [CH:3]1([CH2:9][C:10]([OH:12])=[O:11])[CH2:8][CH2:7][CH2:6][CH2:5][CH2:4]1, predict the reactants needed to synthesize it. The reactants are: CO.[C:3]1([CH2:9][C:10]([OH:12])=[O:11])[CH:8]=[CH:7][CH:6]=[CH:5][CH:4]=1.